This data is from Forward reaction prediction with 1.9M reactions from USPTO patents (1976-2016). The task is: Predict the product of the given reaction. (1) Given the reactants [F:1][C:2]([F:35])([F:34])[C:3]1[CH:4]=[C:5]([CH2:13][O:14][C@@H:15]2[CH2:21][CH2:20][C@@H:19]3[N:22](CC=C)[C@@:16]2([C:28]2[CH:33]=[CH:32][CH:31]=[CH:30][CH:29]=2)[CH2:17][C@H:18]3[C:26]#[N:27])[CH:6]=[C:7]([C:9]([F:12])([F:11])[F:10])[CH:8]=1.CN1C(=O)CC(=O)N(C)C1=O.[OH-].[Na+], predict the reaction product. The product is: [F:11][C:9]([F:10])([F:12])[C:7]1[CH:6]=[C:5]([CH2:13][O:14][C@@H:15]2[CH2:21][CH2:20][C@@H:19]3[NH:22][C@@:16]2([C:28]2[CH:33]=[CH:32][CH:31]=[CH:30][CH:29]=2)[CH2:17][C@H:18]3[C:26]#[N:27])[CH:4]=[C:3]([C:2]([F:1])([F:34])[F:35])[CH:8]=1. (2) Given the reactants C([O:5][C:6]([CH:8]=[CH:9][C:10]1[CH:19]=[CH:18][C:13]([C:14]([O:16][CH3:17])=[O:15])=[CH:12][CH:11]=1)=[O:7])(C)(C)C, predict the reaction product. The product is: [C:6]([CH:8]=[CH:9][C:10]1[CH:19]=[CH:18][C:13]([C:14]([O:16][CH3:17])=[O:15])=[CH:12][CH:11]=1)([OH:7])=[O:5]. (3) Given the reactants [CH3:1][C:2]1[N:3]=[N:4][N:5]([C:19]2[CH:24]=[CH:23][C:22](B3OC(C)(C)C(C)(C)O3)=[CH:21][CH:20]=2)[C:6]=1[NH:7][C:8](=[O:18])[O:9][C@@H:10]([C:12]1[CH:17]=[CH:16][CH:15]=[CH:14][CH:13]=1)[CH3:11].[CH2:34]([O:36][C:37]([C:39]1([C:43]2[CH:48]=[CH:47][C:46](Br)=[CH:45][CH:44]=2)[CH2:42][CH2:41][CH2:40]1)=[O:38])[CH3:35].[CH2:50]([O:52][C:53](=[O:65])[CH:54]([C:58]1[CH:63]=[CH:62][C:61](Br)=[CH:60][CH:59]=1)[CH2:55][CH:56]=[CH2:57])[CH3:51].C1(P(C2CCCCC2)C2C=CC=CC=2C2C(OC)=CC=CC=2OC)CCCCC1.[O-]P([O-])([O-])=O.[K+].[K+].[K+], predict the reaction product. The product is: [CH2:34]([O:36][C:37]([C:39]1([C:43]2[CH:48]=[CH:47][C:46]([C:22]3[CH:21]=[CH:20][C:19]([N:5]4[C:6]([NH:7][C:8]([O:9][C@@H:10]([C:12]5[CH:17]=[CH:16][CH:15]=[CH:14][CH:13]=5)[CH3:11])=[O:18])=[C:2]([CH3:1])[N:3]=[N:4]4)=[CH:24][CH:23]=3)=[CH:45][CH:44]=2)[CH2:42][CH2:41][CH2:40]1)=[O:38])[CH3:35].[CH2:50]([O:52][C:53](=[O:65])[C@@H:54]([C:58]1[CH:59]=[CH:60][C:61]([C:22]2[CH:23]=[CH:24][C:19]([N:5]3[C:6]([NH:7][C:8]([O:9][CH:10]([C:12]4[CH:17]=[CH:16][CH:15]=[CH:14][CH:13]=4)[CH3:11])=[O:18])=[C:2]([CH3:1])[N:3]=[N:4]3)=[CH:20][CH:21]=2)=[CH:62][CH:63]=1)[CH2:55][CH:56]=[CH2:57])[CH3:51]. (4) The product is: [CH3:3][C:4]1[C:8]([C:9]2[C:15]([O:16][CH3:17])=[CH:14][C:13]3[CH:29]4[N:30]([C@@H:31]([C:33]5[CH:34]=[C:35]([CH:38]=[CH:39][CH:40]=5)[C:36]#[N:37])[CH3:32])[C:26](=[O:25])[O:27][CH:28]4[CH2:1][NH:12][C:11]=3[CH:10]=2)=[C:7]([CH3:18])[O:6][N:5]=1. Given the reactants [CH2:1]=O.[CH3:3][C:4]1[C:8]([C:9]2[CH:10]=[C:11]([CH:13]=[CH:14][C:15]=2[O:16][CH3:17])[NH2:12])=[C:7]([CH3:18])[O:6][N:5]=1.[O-]S([O-])(=O)=O.[Mg+2].[O:25]=[C:26]1[N:30]([C@@H:31]([C:33]2[CH:34]=[C:35]([CH:38]=[CH:39][CH:40]=2)[C:36]#[N:37])[CH3:32])[CH:29]=[CH:28][O:27]1, predict the reaction product. (5) Given the reactants [C:1]([C:5]1[CH:13]=[CH:12][C:8]([C:9]([OH:11])=O)=[CH:7][CH:6]=1)([CH3:4])([CH3:3])[CH3:2].S(Cl)(Cl)=O.[CH3:18][N:19]([CH3:41])[CH2:20][CH2:21][NH:22][C:23]([C:25]1[NH:26][C:27]2[C:32]([C:33]=1[C:34]1[CH:39]=[CH:38][CH:37]=[CH:36][CH:35]=1)=[CH:31][C:30]([NH2:40])=[CH:29][CH:28]=2)=[O:24].C(O)(=O)CC(CC(O)=O)(C(O)=O)O.C(=O)(O)[O-].[Na+], predict the reaction product. The product is: [CH3:18][N:19]([CH3:41])[CH2:20][CH2:21][NH:22][C:23]([C:25]1[NH:26][C:27]2[C:32]([C:33]=1[C:34]1[CH:39]=[CH:38][CH:37]=[CH:36][CH:35]=1)=[CH:31][C:30]([NH:40][C:9](=[O:11])[C:8]1[CH:7]=[CH:6][C:5]([C:1]([CH3:2])([CH3:3])[CH3:4])=[CH:13][CH:12]=1)=[CH:29][CH:28]=2)=[O:24]. (6) Given the reactants [Cl:1][C:2]1[CH:7]=[C:6]([F:8])[CH:5]=[CH:4][C:3]=1[C:9]1[S:13][C:12]([C:14]([OH:16])=O)=[CH:11][C:10]=1[C:17]1[CH:22]=[CH:21][C:20]([O:23][CH2:24][CH2:25][CH2:26][S:27]([CH3:30])(=[O:29])=[O:28])=[CH:19][CH:18]=1.[F:31][C:32]1([F:47])[CH2:37][CH2:36][N:35]([C:38]2([C:44]([NH2:46])=[O:45])[CH2:43][CH2:42][NH:41][CH2:40][CH2:39]2)[CH2:34][CH2:33]1.CN(C(ON1N=NC2C=CC=CC1=2)=[N+](C)C)C.[B-](F)(F)(F)F.Cl, predict the reaction product. The product is: [ClH:1].[Cl:1][C:2]1[CH:7]=[C:6]([F:8])[CH:5]=[CH:4][C:3]=1[C:9]1[S:13][C:12]([C:14]([N:41]2[CH2:40][CH2:39][C:38]([C:44]([NH2:46])=[O:45])([N:35]3[CH2:34][CH2:33][C:32]([F:31])([F:47])[CH2:37][CH2:36]3)[CH2:43][CH2:42]2)=[O:16])=[CH:11][C:10]=1[C:17]1[CH:22]=[CH:21][C:20]([O:23][CH2:24][CH2:25][CH2:26][S:27]([CH3:30])(=[O:28])=[O:29])=[CH:19][CH:18]=1.